This data is from Catalyst prediction with 721,799 reactions and 888 catalyst types from USPTO. The task is: Predict which catalyst facilitates the given reaction. (1) Reactant: [Br:1][C:2]1[CH:7]=[CH:6][C:5]([C:8]2[CH:13]=[CH:12][C:11]([S:14]([CH3:23])(=[N:16]C(=O)C(F)(F)F)=[O:15])=[CH:10][N:9]=2)=[CH:4][CH:3]=1.C([O-])([O-])=O.[K+].[K+]. Product: [Br:1][C:2]1[CH:3]=[CH:4][C:5]([C:8]2[CH:13]=[CH:12][C:11]([S:14]([CH3:23])(=[NH:16])=[O:15])=[CH:10][N:9]=2)=[CH:6][CH:7]=1. The catalyst class is: 138. (2) Reactant: [Br:1][C:2]1[C:3]([N:10]([CH:12]2[CH2:16][CH2:15][CH2:14][CH2:13]2)[NH2:11])=[N:4][C:5]([C:8]#[N:9])=[N:6][CH:7]=1.CCN(C(C)C)C(C)C.[Cl:26][CH2:27][C:28]1[CH:33]=[CH:32][C:31]([C:34]2[CH:35]=[C:36]([C:40](Cl)=[O:41])[CH:37]=[N:38][CH:39]=2)=[CH:30][CH:29]=1. Product: [Br:1][C:2]1[C:3]([N:10]([CH:12]2[CH2:13][CH2:14][CH2:15][CH2:16]2)[NH:11][C:40]([C:36]2[CH:37]=[N:38][CH:39]=[C:34]([C:31]3[CH:32]=[CH:33][C:28]([CH2:27][Cl:26])=[CH:29][CH:30]=3)[CH:35]=2)=[O:41])=[N:4][C:5]([C:8]#[N:9])=[N:6][CH:7]=1. The catalyst class is: 1. (3) Reactant: C[O:2][C:3]([C:5]1[CH:10]=[CH:9][C:8]([N:11]([CH3:32])[C:12]([C:14]2[CH:18]=[C:17]([NH:19][C:20](=[O:30])[C:21]3[CH:26]=[C:25]([F:27])[C:24]([F:28])=[CH:23][C:22]=3[Cl:29])[N:16](C)[N:15]=2)=[O:13])=[CH:7][CH:6]=1)=[O:4].[OH-].[Na+].Cl. Product: [C:3]([C:5]1[CH:6]=[CH:7][C:8]([N:11]([CH3:32])[C:12]([C:14]2[CH:18]=[C:17]([NH:19][C:20](=[O:30])[C:21]3[CH:26]=[C:25]([F:27])[C:24]([F:28])=[CH:23][C:22]=3[Cl:29])[NH:16][N:15]=2)=[O:13])=[CH:9][CH:10]=1)([OH:4])=[O:2]. The catalyst class is: 5. (4) Reactant: [F:1][C:2]1[CH:7]=[CH:6][C:5]([C:8]2[CH:13]=[C:12]([C:14]([F:17])([F:16])[F:15])[N:11]=[C:10]([N:18]3[CH:22]=[C:21]([Sn](CCCC)(CCCC)CCCC)[N:20]=[CH:19]3)[N:9]=2)=[CH:4][CH:3]=1.[CH3:36][C:37]([NH:40][S:41]([C:44]1[S:48][C:47](Br)=[CH:46][CH:45]=1)(=[O:43])=[O:42])([CH3:39])[CH3:38].CCCCCC. Product: [C:37]([NH:40][S:41]([C:44]1[S:48][C:47]([C:21]2[N:20]=[CH:19][N:18]([C:10]3[N:9]=[C:8]([C:5]4[CH:4]=[CH:3][C:2]([F:1])=[CH:7][CH:6]=4)[CH:13]=[C:12]([C:14]([F:15])([F:16])[F:17])[N:11]=3)[CH:22]=2)=[CH:46][CH:45]=1)(=[O:42])=[O:43])([CH3:39])([CH3:36])[CH3:38]. The catalyst class is: 109.